This data is from TCR-epitope binding with 47,182 pairs between 192 epitopes and 23,139 TCRs. The task is: Binary Classification. Given a T-cell receptor sequence (or CDR3 region) and an epitope sequence, predict whether binding occurs between them. (1) The epitope is GTSGSPIINR. The TCR CDR3 sequence is CASSPPGDSTDTQYF. Result: 0 (the TCR does not bind to the epitope). (2) The epitope is NEGVKAAW. The TCR CDR3 sequence is CANTSIGSGANVLTF. Result: 1 (the TCR binds to the epitope). (3) The epitope is YLNTLTLAV. The TCR CDR3 sequence is CASSYDPHTDTQYF. Result: 1 (the TCR binds to the epitope). (4) The epitope is MPASWVMRI. The TCR CDR3 sequence is CASSPGTSGGALAGETQYF. Result: 0 (the TCR does not bind to the epitope).